From a dataset of Full USPTO retrosynthesis dataset with 1.9M reactions from patents (1976-2016). Predict the reactants needed to synthesize the given product. (1) Given the product [CH3:52][N:53]([C:54]1[CH:59]=[CH:58][CH:57]=[CH:56][C:55]=1[C:60]([F:63])([F:61])[F:62])[CH:64]1[CH2:69][CH2:68][N:67]([C:11](=[O:13])[CH2:10][NH:9][C:7]([C:4]2[CH:3]=[CH:2][C:1]([C:14]3[CH:19]=[CH:18][CH:17]=[CH:16][CH:15]=3)=[CH:6][CH:5]=2)=[O:8])[CH2:66][CH2:65]1, predict the reactants needed to synthesize it. The reactants are: [C:1]1([C:14]2[CH:19]=[CH:18][CH:17]=[CH:16][CH:15]=2)[CH:6]=[CH:5][C:4]([C:7]([NH:9][CH2:10][C:11]([OH:13])=O)=[O:8])=[CH:3][CH:2]=1.CCN(C(C)C)C(C)C.C1C=CC2N(O)N=NC=2C=1.CCN=C=NCCCN(C)C.Cl.Cl.[CH3:52][N:53]([CH:64]1[CH2:69][CH2:68][NH:67][CH2:66][CH2:65]1)[C:54]1[CH:59]=[CH:58][CH:57]=[CH:56][C:55]=1[C:60]([F:63])([F:62])[F:61]. (2) Given the product [Cl:1][C:2]1[CH:3]=[C:4]([CH:23]=[CH:24][C:25]=1[F:26])[CH2:5][N:6]1[CH2:15][CH2:14][C:13]2[C:8](=[C:9]([OH:20])[C:10](=[O:19])[N:11]([CH3:18])[C:12]=2[CH:16]2[CH2:29][CH2:17]2)[C:7]1=[O:22], predict the reactants needed to synthesize it. The reactants are: [Cl:1][C:2]1[CH:3]=[C:4]([CH:23]=[CH:24][C:25]=1[F:26])[CH2:5][N:6]1[CH2:15][CH2:14][C:13]2[C:8](=[C:9]([O:20]C)[C:10](=[O:19])[N:11]([CH3:18])[C:12]=2[CH2:16][CH3:17])[C:7]1=[O:22].[N+](=[CH2:29])=[N-]. (3) Given the product [CH3:37][O:38][C:39]1[CH:44]=[C:43]([O:45][CH3:46])[CH:42]=[CH:41][C:40]=1[C:47]([N:49]=[C:50]=[S:51])=[O:48].[Cl:14][C:15]1[CH:16]=[C:17]([NH:18][C:50]([NH:49][C:47](=[O:48])[C:40]2[CH:41]=[CH:42][C:43]([O:45][CH3:46])=[CH:44][C:39]=2[O:38][CH3:37])=[S:51])[CH:19]=[CH:20][C:21]=1[O:22][C:23]1[C:32]2[C:27](=[CH:28][C:29]([O:35][CH3:36])=[C:30]([O:33][CH3:34])[CH:31]=2)[N:26]=[CH:25][CH:24]=1, predict the reactants needed to synthesize it. The reactants are: COC1C=C(OC)C=CC=1C(Cl)=O.[Cl:14][C:15]1[CH:16]=[C:17]([CH:19]=[CH:20][C:21]=1[O:22][C:23]1[C:32]2[C:27](=[CH:28][C:29]([O:35][CH3:36])=[C:30]([O:33][CH3:34])[CH:31]=2)[N:26]=[CH:25][CH:24]=1)[NH2:18].[CH3:37][O:38][C:39]1[CH:44]=[C:43]([O:45][CH3:46])[CH:42]=[CH:41][C:40]=1[C:47]([N:49]=[C:50]=[S:51])=[O:48].